Dataset: Full USPTO retrosynthesis dataset with 1.9M reactions from patents (1976-2016). Task: Predict the reactants needed to synthesize the given product. (1) Given the product [F:26][C:23]1[CH:24]=[CH:25][C:20]([CH2:19][N:15]2[C:16](=[O:18])[C:17]3[C:9]([OH:8])=[C:10]4[C:31](=[O:32])[N:30]([CH3:33])[CH2:29][CH2:28][N:11]4[C:12]=3[C:13]([CH3:27])=[N:14]2)=[CH:21][CH:22]=1, predict the reactants needed to synthesize it. The reactants are: C([O:8][C:9]1[C:17]2[C:16](=[O:18])[N:15]([CH2:19][C:20]3[CH:25]=[CH:24][C:23]([F:26])=[CH:22][CH:21]=3)[N:14]=[C:13]([CH3:27])[C:12]=2[N:11]2[CH2:28][CH2:29][N:30]([CH3:33])[C:31](=[O:32])[C:10]=12)C1C=CC=CC=1. (2) Given the product [NH3:3].[F:34][C:35]1[CH:36]=[N:37][C:38]([O:50][C:51]2[CH:56]=[CH:55][CH:54]=[C:53]([S:57][CH3:58])[CH:52]=2)=[C:39]([CH:49]=1)[C:40]([NH:42][CH:43]1[CH2:44][CH2:45][N:46]([C:31](=[O:32])[CH2:30][CH2:17][C:22]2[CH:21]=[CH:20][CH:19]=[CH:18][N:14]=2)[CH2:47][CH2:48]1)=[O:41], predict the reactants needed to synthesize it. The reactants are: Cl.C[N:3](C)CCCN=C=NCC.O[N:14]1[C:18]2[CH:19]=[CH:20][CH:21]=[CH:22][C:17]=2N=N1.N1C=CC=C(C[CH2:30][C:31](O)=[O:32])C=1.[F:34][C:35]1[CH:36]=[N:37][C:38]([O:50][C:51]2[CH:56]=[CH:55][CH:54]=[C:53]([S:57][CH3:58])[CH:52]=2)=[C:39]([CH:49]=1)[C:40]([NH:42][CH:43]1[CH2:48][CH2:47][NH:46][CH2:45][CH2:44]1)=[O:41].CN1CCOCC1. (3) Given the product [CH:1]1([C@@H:5]2[NH:10][C:9](=[O:11])[C@H:8]([CH2:12][CH:13]([CH3:15])[CH3:14])[N:7]([C:28]([C:25]3[CH:24]=[C:23]([C:20]4[CH:21]=[CH:22][C:17]([F:16])=[CH:18][CH:19]=4)[O:27][N:26]=3)=[O:29])[CH2:6]2)[CH2:2][CH2:3][CH2:4]1, predict the reactants needed to synthesize it. The reactants are: [CH:1]1([C@@H:5]2[NH:10][C:9](=[O:11])[C@H:8]([CH2:12][CH:13]([CH3:15])[CH3:14])[NH:7][CH2:6]2)[CH2:4][CH2:3][CH2:2]1.[F:16][C:17]1[CH:22]=[CH:21][C:20]([C:23]2[O:27][N:26]=[C:25]([C:28](O)=[O:29])[CH:24]=2)=[CH:19][CH:18]=1.C([C@@H]1N(C(=O)/C=C/C2C=CC=CC=2)C[C@H](CC(C)C)NC1=O)C(C)C. (4) Given the product [CH2:18]([O:25][C:26]1[CH:27]=[CH:28][C:29]([CH2:32][CH2:33][C:34]([NH:17][C:14]2[CH:15]=[C:16]3[C:11]([CH:10]=[N:9][N:8]3[CH2:7][CH2:6][N:1]3[CH2:5][CH2:4][CH2:3][CH2:2]3)=[CH:12][CH:13]=2)=[O:35])=[CH:30][CH:31]=1)[C:19]1[CH:20]=[CH:21][CH:22]=[CH:23][CH:24]=1, predict the reactants needed to synthesize it. The reactants are: [N:1]1([CH2:6][CH2:7][N:8]2[C:16]3[C:11](=[CH:12][CH:13]=[C:14]([NH2:17])[CH:15]=3)[CH:10]=[N:9]2)[CH2:5][CH2:4][CH2:3][CH2:2]1.[CH2:18]([O:25][C:26]1[CH:31]=[CH:30][C:29]([CH2:32][CH2:33][C:34](O)=[O:35])=[CH:28][CH:27]=1)[C:19]1[CH:24]=[CH:23][CH:22]=[CH:21][CH:20]=1. (5) Given the product [CH3:10][C:11]1([CH3:37])[CH2:20][CH:19]([C:2]2[CH:1]=[C:5]3[C:6](=[CH:4][CH:3]=2)[CH:7]=[C:2]([C:1]([OH:9])=[O:8])[CH:3]=[CH:4]3)[CH:18]([OH:21])[C:17]2[CH:16]=[CH:15][CH:14]=[CH:13][C:12]1=2, predict the reactants needed to synthesize it. The reactants are: [C:1]([OH:9])(=[O:8])[C:2]1[CH:7]=[CH:6][CH:5]=[CH:4][CH:3]=1.[CH3:10][C:11]1([CH3:37])[CH2:20][CH2:19][CH:18]([OH:21])[C:17]2[CH:16]=[C:15](C3C=C4C(=CC=3)C=C(C(OCC)=O)C=C4)[CH:14]=[CH:13][C:12]1=2. (6) Given the product [CH3:31][C@:28]([NH:27][C:25](=[O:26])[O:24][C:21]([CH3:23])([CH3:22])[CH3:20])([C:32]([NH:19][C:16]1[CH:17]=[N:18][C:13]([O:12][C:8]2[C:7]3[C:1]4([CH2:4][O:5][C:6]=3[CH:11]=[CH:10][CH:9]=2)[CH2:3][CH2:2]4)=[CH:14][CH:15]=1)=[O:33])[CH2:29][CH3:30], predict the reactants needed to synthesize it. The reactants are: [C:1]12([C:7]3[C:8]([O:12][C:13]4[N:18]=[CH:17][C:16]([NH2:19])=[CH:15][CH:14]=4)=[CH:9][CH:10]=[CH:11][C:6]=3[O:5][CH2:4]1)[CH2:3][CH2:2]2.[CH3:20][C:21]([O:24][C:25]([NH:27][C@@:28]([C:32](O)=[O:33])([CH3:31])[CH2:29][CH3:30])=[O:26])([CH3:23])[CH3:22].CCN(C(C)C)C(C)C.CN(C(ON1N=NC2C=CC=NC1=2)=[N+](C)C)C.F[P-](F)(F)(F)(F)F.C([O-])(O)=O.[Na+]. (7) Given the product [O:26]=[C:25]([S:16][C:10]1[CH:15]=[CH:14][CH:13]=[CH:12][CH:11]=1)[CH2:24][C@H:23]([NH:28][C:29](=[O:34])[CH2:30][CH2:31][CH:32]=[CH2:33])[C:22]([O:21][C:17]([CH3:18])([CH3:19])[CH3:20])=[O:35], predict the reactants needed to synthesize it. The reactants are: CC(C)N=C=NC(C)C.[C:10]1([SH:16])[CH:15]=[CH:14][CH:13]=[CH:12][CH:11]=1.[C:17]([O:21][C:22](=[O:35])[C@@H:23]([NH:28][C:29](=[O:34])[CH2:30][CH2:31][CH:32]=[CH2:33])[CH2:24][C:25](O)=[O:26])([CH3:20])([CH3:19])[CH3:18].C(O)(=O)CCC=C. (8) Given the product [ClH:25].[NH2:7][CH2:8][C:9]1([C:18]2[CH:19]=[CH:20][CH:21]=[CH:22][CH:23]=2)[CH2:10][CH2:11][N:12]([C:15](=[O:17])[CH3:16])[CH2:13][CH2:14]1, predict the reactants needed to synthesize it. The reactants are: C(OC(=O)[NH:7][CH2:8][C:9]1([C:18]2[CH:23]=[CH:22][CH:21]=[CH:20][CH:19]=2)[CH2:14][CH2:13][N:12]([C:15](=[O:17])[CH3:16])[CH2:11][CH2:10]1)(C)(C)C.[ClH:25]. (9) Given the product [Cl:1][C:2]1[CH:10]=[C:9]2[C:5]([CH:6]=[CH:7][N:8]2[CH3:11])=[CH:4][CH:3]=1, predict the reactants needed to synthesize it. The reactants are: [Cl:1][C:2]1[CH:10]=[C:9]2[C:5]([CH:6]=[CH:7][NH:8]2)=[CH:4][CH:3]=1.[CH3:11]C1C2C(=CC=CC=2)NC=1. (10) Given the product [CH3:1][N:2]([CH2:3][CH:5]1[CH2:8][CH:7]([OH:9])[CH2:6]1)[CH3:10], predict the reactants needed to synthesize it. The reactants are: [CH3:1][N:2]([CH3:10])[C:3]([CH:5]1[CH2:8][C:7](=[O:9])[CH2:6]1)=O.[H-].[H-].[H-].[H-].[Li+].[Al+3].